Dataset: Full USPTO retrosynthesis dataset with 1.9M reactions from patents (1976-2016). Task: Predict the reactants needed to synthesize the given product. (1) Given the product [CH2:1]([O:3][C:4]([C:6]1[CH:11]=[C:10]([CH3:12])[CH:9]=[C:8]([CH2:13][CH:14]([CH3:15])[CH3:16])[N:7]=1)=[O:5])[CH3:2], predict the reactants needed to synthesize it. The reactants are: [CH2:1]([O:3][C:4]([C:6]1[CH:11]=[C:10]([CH3:12])[CH:9]=[C:8]([CH:13]=[C:14]([CH3:16])[CH3:15])[N:7]=1)=[O:5])[CH3:2]. (2) Given the product [F:18][C:19]1[CH:24]=[C:23]([N+:25]([O-:27])=[O:26])[CH:22]=[CH:21][C:20]=1[O:28][C:2]1[C:11]2[C:6](=[CH:7][C:8]([O:14][CH3:15])=[C:9]([O:12][CH3:13])[CH:10]=2)[N:5]=[CH:4][C:3]=1[C:16]#[N:17], predict the reactants needed to synthesize it. The reactants are: Cl[C:2]1[C:11]2[C:6](=[CH:7][C:8]([O:14][CH3:15])=[C:9]([O:12][CH3:13])[CH:10]=2)[N:5]=[CH:4][C:3]=1[C:16]#[N:17].[F:18][C:19]1[CH:24]=[C:23]([N+:25]([O-:27])=[O:26])[CH:22]=[CH:21][C:20]=1[OH:28].C(=O)([O-])[O-].[K+].[K+]. (3) Given the product [C:11]1([C:15]2[CH:20]=[CH:19][CH:18]=[CH:17][CH:16]=2)[CH:12]=[CH:13][CH:14]=[C:9]([CH2:8][C:7]([OH:21])=[O:6])[CH:10]=1, predict the reactants needed to synthesize it. The reactants are: O.O.[OH-].[Li+].C[O:6][C:7](=[O:21])[CH2:8][C:9]1[CH:10]=[C:11]([C:15]2[CH:20]=[CH:19][CH:18]=[CH:17][CH:16]=2)[CH:12]=[CH:13][CH:14]=1. (4) The reactants are: [NH:1]1[C:9]2[C:4](=[CH:5][CH:6]=[C:7]([NH:10][C:11]3[C:12]4[CH:32]=[CH:31][NH:30][C:13]=4[N:14]=[C:15]([NH:17][C:18]4[CH:23]=[CH:22][C:21]([N:24]5[CH2:29][CH2:28][NH:27][CH2:26][CH2:25]5)=[CH:20][CH:19]=4)[N:16]=3)[CH:8]=2)[CH:3]=[N:2]1.C(N(CC)CC)C.[CH3:40][S:41](Cl)(=[O:43])=[O:42]. Given the product [NH:1]1[C:9]2[C:4](=[CH:5][CH:6]=[C:7]([NH:10][C:11]3[C:12]4[CH:32]=[CH:31][NH:30][C:13]=4[N:14]=[C:15]([NH:17][C:18]4[CH:23]=[CH:22][C:21]([N:24]5[CH2:25][CH2:26][N:27]([S:41]([CH3:40])(=[O:43])=[O:42])[CH2:28][CH2:29]5)=[CH:20][CH:19]=4)[N:16]=3)[CH:8]=2)[CH:3]=[N:2]1, predict the reactants needed to synthesize it.